This data is from Forward reaction prediction with 1.9M reactions from USPTO patents (1976-2016). The task is: Predict the product of the given reaction. The product is: [Cl:16][C:17]1[CH:22]=[C:21]([S:23]([CH2:26][CH3:27])(=[O:25])=[O:24])[CH:20]=[CH:19][C:18]=1[S:1][C:2]1[CH:3]=[C:4]([CH2:12][C:13]([OH:15])=[O:14])[CH:5]=[C:6]([C:8]([F:11])([F:10])[F:9])[CH:7]=1. Given the reactants [SH:1][C:2]1[CH:3]=[C:4]([CH2:12][C:13]([OH:15])=[O:14])[CH:5]=[C:6]([C:8]([F:11])([F:10])[F:9])[CH:7]=1.[Cl:16][C:17]1[CH:22]=[C:21]([S:23]([CH2:26][CH3:27])(=[O:25])=[O:24])[CH:20]=[CH:19][C:18]=1F, predict the reaction product.